Dataset: Reaction yield outcomes from USPTO patents with 853,638 reactions. Task: Predict the reaction yield, written as a fraction of the theoretical maximum amount of product (1.0 means a 100% yield; for example, 0.34 means a 34% yield). The reactants are [H-].[Na+].[CH3:3][CH2:4][CH2:5][CH:6](P(OCC)(OCC)=O)[C:7]([O:9][CH2:10][CH3:11])=[O:8].[CH3:20][NH:21][C:22]1[CH:23]=[C:24]([C:28]2[CH:33]=[CH:32][C:31]([CH:34]=O)=[CH:30][CH:29]=2)[CH:25]=[CH:26][CH:27]=1.[Cl-].[NH4+]. The catalyst is O1CCCC1. The product is [CH3:20][NH:21][C:22]1[CH:23]=[C:24]([C:28]2[CH:33]=[CH:32][C:31](/[CH:34]=[C:6](\[CH2:5][CH2:4][CH3:3])/[C:7]([O:9][CH2:10][CH3:11])=[O:8])=[CH:30][CH:29]=2)[CH:25]=[CH:26][CH:27]=1. The yield is 0.810.